From a dataset of Catalyst prediction with 721,799 reactions and 888 catalyst types from USPTO. Predict which catalyst facilitates the given reaction. (1) Reactant: [CH3:1][O:2][C:3]1[C:8]([N+:9]([O-])=O)=[CH:7][CH:6]=[CH:5][C:4]=1[C:12]1[CH:17]=[CH:16][CH:15]=[C:14]([C:18]([OH:20])=[O:19])[CH:13]=1.C([O-])=O.[NH4+]. Product: [CH3:1][O:2][C:3]1[C:8]([NH2:9])=[CH:7][CH:6]=[CH:5][C:4]=1[C:12]1[CH:17]=[CH:16][CH:15]=[C:14]([C:18]([OH:20])=[O:19])[CH:13]=1. The catalyst class is: 29. (2) Reactant: [Si:1]([O:8][CH2:9][C:10]1[C:18]2[O:17][N:16]=[C:15]([CH2:19][CH2:20][CH:21]3[CH2:26][CH2:25][N:24]([C:27]([O:29][C:30]([CH3:33])([CH3:32])[CH3:31])=[O:28])[CH2:23][CH2:22]3)[C:14]=2[CH:13]=[CH:12][C:11]=1[OH:34])([C:4]([CH3:7])([CH3:6])[CH3:5])([CH3:3])[CH3:2].[N:35]1[CH:40]=[CH:39][CH:38]=[C:37]([CH2:41]O)[CH:36]=1.C1(P(C2C=CC=CC=2)C2C=CC=CC=2)C=CC=CC=1.N(C(OC(C)C)=O)=NC(OC(C)C)=O. Product: [Si:1]([O:8][CH2:9][C:10]1[C:18]2[O:17][N:16]=[C:15]([CH2:19][CH2:20][CH:21]3[CH2:22][CH2:23][N:24]([C:27]([O:29][C:30]([CH3:33])([CH3:32])[CH3:31])=[O:28])[CH2:25][CH2:26]3)[C:14]=2[CH:13]=[CH:12][C:11]=1[O:34][CH2:41][C:37]1[CH:36]=[N:35][CH:40]=[CH:39][CH:38]=1)([C:4]([CH3:6])([CH3:7])[CH3:5])([CH3:2])[CH3:3]. The catalyst class is: 7. (3) Reactant: [C:1]([O:5][C:6](=[O:37])[NH:7][C:8]1([C:12]2[CH:17]=[CH:16][C:15]([C:18]3[C:27](=[O:28])[C:26]4[C:21](=[C:22](C=C)[CH:23]=[CH:24][CH:25]=4)[O:20][C:19]=3C3C=CC=CC=3)=[CH:14][CH:13]=2)[CH2:11][CH2:10][CH2:9]1)([CH3:4])([CH3:3])[CH3:2].CSC. Product: [C:1]([O:5][C:6](=[O:37])[NH:7][C:8]1([C:12]2[CH:13]=[CH:14][C:15]([C:18]3[C:19](=[O:20])[C:24]4[C:25](=[C:26]([CH:27]=[O:28])[CH:21]=[CH:22][CH:23]=4)[O:28][C:27]=3[C:26]3[CH:25]=[CH:24][CH:23]=[CH:22][CH:21]=3)=[CH:16][CH:17]=2)[CH2:9][CH2:10][CH2:11]1)([CH3:3])([CH3:2])[CH3:4]. The catalyst class is: 100.